Dataset: NCI-60 drug combinations with 297,098 pairs across 59 cell lines. Task: Regression. Given two drug SMILES strings and cell line genomic features, predict the synergy score measuring deviation from expected non-interaction effect. (1) Drug 1: C1=NNC2=C1C(=O)NC=N2. Drug 2: CC(C)CN1C=NC2=C1C3=CC=CC=C3N=C2N. Cell line: OVCAR3. Synergy scores: CSS=-2.48, Synergy_ZIP=0.129, Synergy_Bliss=-1.69, Synergy_Loewe=-5.38, Synergy_HSA=-5.01. (2) Drug 1: CC1OCC2C(O1)C(C(C(O2)OC3C4COC(=O)C4C(C5=CC6=C(C=C35)OCO6)C7=CC(=C(C(=C7)OC)O)OC)O)O. Drug 2: C1=CC=C(C=C1)NC(=O)CCCCCCC(=O)NO. Cell line: ACHN. Synergy scores: CSS=58.8, Synergy_ZIP=-2.91, Synergy_Bliss=-3.39, Synergy_Loewe=-5.28, Synergy_HSA=-1.10. (3) Drug 1: CC1C(C(CC(O1)OC2CC(OC(C2O)C)OC3=CC4=CC5=C(C(=O)C(C(C5)C(C(=O)C(C(C)O)O)OC)OC6CC(C(C(O6)C)O)OC7CC(C(C(O7)C)O)OC8CC(C(C(O8)C)O)(C)O)C(=C4C(=C3C)O)O)O)O. Drug 2: CC1C(C(CC(O1)OC2CC(CC3=C2C(=C4C(=C3O)C(=O)C5=CC=CC=C5C4=O)O)(C(=O)C)O)N)O. Cell line: MCF7. Synergy scores: CSS=37.8, Synergy_ZIP=12.2, Synergy_Bliss=11.9, Synergy_Loewe=-3.01, Synergy_HSA=12.2. (4) Drug 1: C1C(C(OC1N2C=C(C(=O)NC2=O)F)CO)O. Drug 2: C1CN(CCN1C(=O)CCBr)C(=O)CCBr. Cell line: NCI-H460. Synergy scores: CSS=67.7, Synergy_ZIP=-0.362, Synergy_Bliss=0.460, Synergy_Loewe=-7.82, Synergy_HSA=3.66.